This data is from Reaction yield outcomes from USPTO patents with 853,638 reactions. The task is: Predict the reaction yield, written as a fraction of the theoretical maximum amount of product (1.0 means a 100% yield; for example, 0.34 means a 34% yield). (1) The reactants are Cl[C:2]1[CH:3]=[CH:4][C:5]2[O:14][CH2:13][CH2:12][C:11]3[CH:10]=[C:9]([C:15]4[N:16]([C:20]5[CH:25]=[CH:24][C:23]([F:26])=[CH:22][C:21]=5[F:27])[N:17]=[CH:18][N:19]=4)[S:8][C:7]=3[C:6]=2[N:28]=1.[CH3:29][C@H:30]1[CH2:35][NH:34][CH2:33][C@@H:32]([CH3:36])[NH:31]1.CC([O-])(C)C.[Na+].C(N1CCN2CCN(CCCC)P1N(CCCC)CC2)CCC. The catalyst is CC([O-])=O.CC([O-])=O.[Pd+2]. The product is [F:27][C:21]1[CH:22]=[C:23]([F:26])[CH:24]=[CH:25][C:20]=1[N:16]1[C:15]([C:9]2[S:8][C:7]3[C:6]4[N:28]=[C:2]([N:34]5[CH2:33][C@H:32]([CH3:36])[NH:31][C@H:30]([CH3:29])[CH2:35]5)[CH:3]=[CH:4][C:5]=4[O:14][CH2:13][CH2:12][C:11]=3[CH:10]=2)=[N:19][CH:18]=[N:17]1. The yield is 0.620. (2) The reactants are [F:1][C:2]1[CH:33]=[CH:32][C:5]([CH2:6][N:7]2[CH2:12][CH2:11][N:10]([C:13](=[O:30])/[CH:14]=[CH:15]/[C:16]3[C:17]([NH:26][C:27](=[O:29])[CH3:28])=[CH:18][C:19]4[C:24]([CH:25]=3)=CC=CC=4)[C@H:9]([CH3:31])[CH2:8]2)=[CH:4][CH:3]=1.CCN(CC)CC.C([Cl:44])(=O)C.C1C[O:48][CH2:47][CH2:46]1. The catalyst is C(=O)([O-])[O-].[Na+].[Na+]. The product is [Cl:44][C:19]1[C:24]([O:48][CH2:47][CH3:46])=[CH:25][C:16](/[CH:15]=[CH:14]/[C:13]([N:10]2[CH2:11][CH2:12][N:7]([CH2:6][C:5]3[CH:32]=[CH:33][C:2]([F:1])=[CH:3][CH:4]=3)[CH2:8][C@H:9]2[CH3:31])=[O:30])=[C:17]([NH:26][C:27](=[O:29])[CH3:28])[CH:18]=1. The yield is 0.810.